Dataset: Reaction yield outcomes from USPTO patents with 853,638 reactions. Task: Predict the reaction yield, written as a fraction of the theoretical maximum amount of product (1.0 means a 100% yield; for example, 0.34 means a 34% yield). (1) The reactants are [N+:1]([C:4]1[CH:9]=[CH:8][C:7]([S:10]([NH:13][C:14]2[CH:19]=[CH:18][CH:17]=[CH:16][C:15]=2C)(=[O:12])=[O:11])=[CH:6][CH:5]=1)([O-:3])=[O:2].[CH3:21][O:22]C1C(N)=CC=CC=1. No catalyst specified. The product is [CH3:21][O:22][C:15]1[CH:16]=[CH:17][CH:18]=[CH:19][C:14]=1[NH:13][S:10]([C:7]1[CH:8]=[CH:9][C:4]([N+:1]([O-:3])=[O:2])=[CH:5][CH:6]=1)(=[O:12])=[O:11]. The yield is 0.590. (2) The reactants are [Br:1][C:2]1[CH:3]=[CH:4][C:5]([Cl:11])=[C:6]([CH:10]=1)[C:7](Cl)=[O:8].[F:12][C:13]1[CH:18]=[CH:17][CH:16]=[C:15]([O:19][CH3:20])[C:14]=1[F:21].[Cl-].[Al+3].[Cl-].[Cl-]. The catalyst is ClCCl. The product is [Br:1][C:2]1[CH:3]=[CH:4][C:5]([Cl:11])=[C:6]([C:7]([C:18]2[CH:17]=[CH:16][C:15]([O:19][CH3:20])=[C:14]([F:21])[C:13]=2[F:12])=[O:8])[CH:10]=1. The yield is 0.964. (3) The reactants are [CH:1]([C:4]1[CH:9]=[CH:8][C:7]([CH:10]2[C:14]3[C:15]([CH3:32])=[C:16]([N:21]4[C:29](=O)[C:28]5[C:23](=[CH:24][CH:25]=[CH:26][CH:27]=5)[C:22]4=O)[C:17]([CH3:20])=[C:18]([CH3:19])[C:13]=3[O:12][C:11]2([CH3:34])[CH3:33])=[CH:6][CH:5]=1)([CH3:3])[CH3:2]. The catalyst is CCCCCC. The product is [CH:1]([C:4]1[CH:9]=[CH:8][C:7]([CH:10]2[C:14]3[C:15]([CH3:32])=[C:16]([N:21]4[CH2:22][C:23]5[C:28](=[CH:27][CH:26]=[CH:25][CH:24]=5)[CH2:29]4)[C:17]([CH3:20])=[C:18]([CH3:19])[C:13]=3[O:12][C:11]2([CH3:34])[CH3:33])=[CH:6][CH:5]=1)([CH3:3])[CH3:2]. The yield is 0.570. (4) The reactants are [H-].[Na+].ClC1C=C(N)C(I)=CN=1.S(OC[C@H]1OCCN(C(OC(C)(C)C)=O)C1)(C1C=CC(C)=CC=1)(=O)=O.[Cl:37][C:38]1[CH:43]=[C:42]([NH:44][CH2:45][C@H:46]2[O:51][CH2:50][CH2:49][N:48]([C:52]([O:54][C:55]([CH3:58])([CH3:57])[CH3:56])=[O:53])[CH2:47]2)[C:41](I)=[CH:40][N:39]=1.C(=O)([O-])[O-].[Na+].[Na+].[CH3:66][O:67][C:68]1[CH:73]=[CH:72][C:71](B(O)O)=[CH:70][CH:69]=1. The catalyst is CN(C=O)C.C(#N)C.[Pd].C1(P(C2C=CC=CC=2)C2C=CC=CC=2)C=CC=CC=1.C1(P(C2C=CC=CC=2)C2C=CC=CC=2)C=CC=CC=1.C1(P(C2C=CC=CC=2)C2C=CC=CC=2)C=CC=CC=1.C1(P(C2C=CC=CC=2)C2C=CC=CC=2)C=CC=CC=1.O. The product is [Cl:37][C:38]1[CH:43]=[C:42]([NH:44][CH2:45][C@@H:46]2[O:51][CH2:50][CH2:49][N:48]([C:52]([O:54][C:55]([CH3:58])([CH3:57])[CH3:56])=[O:53])[CH2:47]2)[C:41]([C:71]2[CH:72]=[CH:73][C:68]([O:67][CH3:66])=[CH:69][CH:70]=2)=[CH:40][N:39]=1. The yield is 0.940. (5) The reactants are [I:1][C:2]1[CH:3]=[CH:4][C:5]2[N:6]([CH:8]=[C:9]([C:11]([O:13]CC)=O)[N:10]=2)[N:7]=1.[CH3:16][NH2:17].O1CCCC1. The catalyst is CO. The product is [I:1][C:2]1[CH:3]=[CH:4][C:5]2[N:6]([CH:8]=[C:9]([C:11]([NH:17][CH3:16])=[O:13])[N:10]=2)[N:7]=1. The yield is 0.710. (6) The reactants are CS(O[CH:6]([C:16]1[C:21]([F:22])=[C:20]([Cl:23])[CH:19]=[C:18]([C:24](=[O:26])[CH3:25])[C:17]=1[O:27][CH2:28][CH3:29])[CH2:7][O:8][Si:9]([C:12]([CH3:15])([CH3:14])[CH3:13])([CH3:11])[CH3:10])(=O)=O.[N-:30]=[N+:31]=[N-:32].[Na+]. The catalyst is CS(C)=O.[Cl-].[Na+].O. The product is [N:30]([CH:6]([C:16]1[C:17]([O:27][CH2:28][CH3:29])=[C:18]([C:24](=[O:26])[CH3:25])[CH:19]=[C:20]([Cl:23])[C:21]=1[F:22])[CH2:7][O:8][Si:9]([C:12]([CH3:15])([CH3:14])[CH3:13])([CH3:11])[CH3:10])=[N+:31]=[N-:32]. The yield is 1.00.